From a dataset of HIV replication inhibition screening data with 41,000+ compounds from the AIDS Antiviral Screen. Binary Classification. Given a drug SMILES string, predict its activity (active/inactive) in a high-throughput screening assay against a specified biological target. (1) The molecule is NC(C(=O)O)C(Cl)CC(=O)O. The result is 0 (inactive). (2) The molecule is COc1cccc(OC)c1C(=O)OCc1ccccc1. The result is 0 (inactive). (3) The drug is O=C1Nc2ccccc2NC1=CC(=O)c1ccccc1O. The result is 0 (inactive). (4) The compound is Cc1cc(O)nc(NNC(C#N)c2ccc([N+](=O)[O-])cc2)n1. The result is 0 (inactive). (5) The molecule is NC(CCCCNC(=O)C(Cc1ccccc1)NC(=O)OCc1ccccc1)C(=O)NC(CCCCNC(=O)C(Cc1ccccc1)NC(=O)OCc1ccccc1)C(=O)NC(CCCCNC(=O)C(Cc1ccccc1)NC(=O)OCc1ccccc1)C(=O)NC(CCCCNC(=O)C(Cc1ccccc1)NC(=O)OCc1ccccc1)C(=O)NC(CCCCNC(=O)C(Cc1ccccc1)NC(=O)OCc1ccccc1)C(=O)NC(CCCCNC(=O)C(Cc1ccccc1)NC(=O)OCc1ccccc1)C(=O)O. The result is 0 (inactive). (6) The molecule is COc1ccc(NC(=S)NN=C(c2ccccc2)c2ccccn2)cc1. The result is 0 (inactive). (7) The molecule is O=S1(=O)[OH+][Cu+2]23([O+]=C4NC=Nc5[n-][n+]2cc54)([O+]=C2NC=Nc4[n-][n+]3cc42)[OH+]1. The result is 0 (inactive). (8) The molecule is COc1cc(C)c2c(c1)CN1CN2Cc2cc(OC)cc(C)c21. The result is 0 (inactive). (9) The drug is COc1cc(OC)c2c(=O)c3cccc(O)c3oc2c1. The result is 0 (inactive). (10) The molecule is C=CCC(C(=O)OC)C1(C(=O)OC)NCCc2c1[nH]c1ccccc21. The result is 0 (inactive).